Predict which catalyst facilitates the given reaction. From a dataset of Catalyst prediction with 721,799 reactions and 888 catalyst types from USPTO. (1) Reactant: [C:12]([O:11][C:9](O[C:9]([O:11][C:12]([CH3:15])([CH3:14])[CH3:13])=[O:10])=[O:10])([CH3:15])([CH3:14])[CH3:13].[C:16]([O:20][C:21]([N:23]1[CH2:28][CH2:27][N:26]([C:29]([C:31]2[CH:39]=[C:38]3[C:34]([CH:35]=[CH:36][NH:37]3)=[CH:33][CH:32]=2)=[O:30])[CH2:25][CH2:24]1)=[O:22])([CH3:19])([CH3:18])[CH3:17]. Product: [C:16]([O:20][C:21]([N:23]1[CH2:28][CH2:27][N:26]([C:29]([C:31]2[CH:39]=[C:38]3[C:34]([CH:35]=[CH:36][N:37]3[C:9]([O:11][C:12]([CH3:13])([CH3:14])[CH3:15])=[O:10])=[CH:33][CH:32]=2)=[O:30])[CH2:25][CH2:24]1)=[O:22])([CH3:19])([CH3:17])[CH3:18]. The catalyst class is: 616. (2) Reactant: Cl[C:2]1[N:6]([C:7]2[CH:12]=[CH:11][C:10]([S:13]([CH3:16])(=[O:15])=[O:14])=[CH:9][N:8]=2)[N:5]=[C:4]([C:17]([F:20])([F:19])[F:18])[C:3]=1[C:21]#[N:22].[CH2:23]=[C:24]1[CH2:29][CH2:28][CH:27]([CH2:30][OH:31])[CH2:26][CH2:25]1.[F-].[K+].O. Product: [CH3:16][S:13]([C:10]1[CH:11]=[CH:12][C:7]([N:6]2[C:2]([O:31][CH2:30][CH:27]3[CH2:28][CH2:29][C:24](=[CH2:23])[CH2:25][CH2:26]3)=[C:3]([C:21]#[N:22])[C:4]([C:17]([F:20])([F:19])[F:18])=[N:5]2)=[N:8][CH:9]=1)(=[O:15])=[O:14]. The catalyst class is: 16.